From a dataset of NCI-60 drug combinations with 297,098 pairs across 59 cell lines. Regression. Given two drug SMILES strings and cell line genomic features, predict the synergy score measuring deviation from expected non-interaction effect. (1) Drug 2: CN(CCCl)CCCl.Cl. Synergy scores: CSS=32.9, Synergy_ZIP=-8.79, Synergy_Bliss=-8.25, Synergy_Loewe=-3.76, Synergy_HSA=-3.29. Drug 1: C1CN1P(=S)(N2CC2)N3CC3. Cell line: NCIH23. (2) Drug 1: CC(CN1CC(=O)NC(=O)C1)N2CC(=O)NC(=O)C2. Drug 2: C1CC(=O)NC(=O)C1N2C(=O)C3=CC=CC=C3C2=O. Cell line: PC-3. Synergy scores: CSS=18.9, Synergy_ZIP=-5.89, Synergy_Bliss=-0.0329, Synergy_Loewe=1.15, Synergy_HSA=1.94.